From a dataset of Full USPTO retrosynthesis dataset with 1.9M reactions from patents (1976-2016). Predict the reactants needed to synthesize the given product. (1) Given the product [C:24]([O:23][C:21]([N:18]([CH2:19][CH3:20])[CH:16]([CH3:17])[CH2:15][C:13]1[CH:12]=[CH:11][C:9]2[O:10][CH:6]([C:4]([OH:5])=[O:3])[O:7][C:8]=2[CH:14]=1)=[O:22])([CH3:26])([CH3:27])[CH3:25], predict the reactants needed to synthesize it. The reactants are: C([O:3][C:4]([CH:6]1[O:10][C:9]2[CH:11]=[CH:12][C:13]([CH2:15][CH:16]([N:18]([C:21]([O:23][C:24]([CH3:27])([CH3:26])[CH3:25])=[O:22])[CH2:19][CH3:20])[CH3:17])=[CH:14][C:8]=2[O:7]1)=[O:5])C.O.[OH-].[Li+]. (2) Given the product [CH2:1]([C:11]1[CH:30]=[CH:29][C:14]([C:15]([NH:17][C:18]2([CH2:23][C:24]([O:26][CH2:27][CH3:28])=[O:25])[CH2:22][CH2:21][N:20]([CH3:31])[CH2:19]2)=[O:16])=[CH:13][CH:12]=1)[CH2:2][CH2:3][CH2:4][CH2:5][CH2:6][CH2:7][CH2:8][CH2:9][CH3:10], predict the reactants needed to synthesize it. The reactants are: [CH2:1]([C:11]1[CH:30]=[CH:29][C:14]([C:15]([NH:17][C:18]2([CH2:23][C:24]([O:26][CH2:27][CH3:28])=[O:25])[CH2:22][CH2:21][NH:20][CH2:19]2)=[O:16])=[CH:13][CH:12]=1)[CH2:2][CH2:3][CH2:4][CH2:5][CH2:6][CH2:7][CH2:8][CH2:9][CH3:10].[CH2:31]=O. (3) Given the product [CH2:1]([O:3][C:4]([C:6]1[N:7]=[N:8][N:9]([CH2:12][C:13]2[CH:14]=[CH:15][C:16]([O:19][CH3:20])=[CH:17][CH:18]=2)[C:10]=1[O:11][CH:22]([F:29])[F:28])=[O:5])[CH3:2], predict the reactants needed to synthesize it. The reactants are: [CH2:1]([O:3][C:4]([C:6]1[N:7]=[N:8][N:9]([CH2:12][C:13]2[CH:18]=[CH:17][C:16]([O:19][CH3:20])=[CH:15][CH:14]=2)[C:10]=1[OH:11])=[O:5])[CH3:2].Cl[C:22]([F:29])([F:28])C(OCC)=O. (4) Given the product [F:1][C:2]1[CH:3]=[CH:4][C:5]([O:33][CH3:34])=[C:6]([C:8]([CH3:31])([CH3:32])[CH2:9][C:10]([OH:30])([C:26]([F:28])([F:27])[F:29])[CH2:11][NH:12][C:13]2[CH:14]=[CH:15][CH:16]=[C:17]3[C:22]=2[N:21]=[C:20]([C:23]([NH2:25])=[O:24])[CH:19]=[CH:18]3)[CH:7]=1, predict the reactants needed to synthesize it. The reactants are: [F:1][C:2]1[CH:3]=[CH:4][C:5]([O:33][CH3:34])=[C:6]([C:8]([CH3:32])([CH3:31])[CH2:9][C:10]([OH:30])([C:26]([F:29])([F:28])[F:27])[CH:11]=[N:12][C:13]2[CH:14]=[CH:15][CH:16]=[C:17]3[C:22]=2[N:21]=[C:20]([C:23]([NH2:25])=[O:24])[CH:19]=[CH:18]3)[CH:7]=1.[BH4-].[Na+]. (5) Given the product [CH3:15][C:2]1([N:1]2[CH2:26][CH2:25][CH2:24][CH2:23]2)[CH2:3][CH2:4][N:5]([C:8]([O:10][C:11]([CH3:14])([CH3:13])[CH3:12])=[O:9])[CH2:6][CH2:7]1, predict the reactants needed to synthesize it. The reactants are: [NH2:1][C:2]1([CH3:15])[CH2:7][CH2:6][N:5]([C:8]([O:10][C:11]([CH3:14])([CH3:13])[CH3:12])=[O:9])[CH2:4][CH2:3]1.C(=O)([O-])[O-].[K+].[K+].Br[CH2:23][CH2:24][CH2:25][CH2:26]Br. (6) Given the product [ClH:23].[ClH:23].[OH:1][C:2]1[CH:3]=[C:4]([N:8]2[CH2:9][C@@H:10]3[C@@H:11]([CH2:13][NH:14][CH2:15]3)[CH2:12]2)[CH:5]=[N:6][CH:7]=1, predict the reactants needed to synthesize it. The reactants are: [OH:1][C:2]1[CH:3]=[C:4]([N:8]2[CH2:12][C@@H:11]3[CH2:13][N:14](C(OC(C)(C)C)=O)[CH2:15][C@@H:10]3[CH2:9]2)[CH:5]=[N:6][CH:7]=1.[ClH:23].O1CCOCC1. (7) Given the product [Na+:37].[CH3:1][CH:2]([CH3:35])[CH2:3][C:4]1[CH:9]=[CH:8][C:7]([C:10]2[O:14][N:13]=[C:12]([C:15]3[CH:16]=[CH:17][C:18]([CH2:21][N:22]4[CH:26]=[CH:25][C:24]([C:27]([O-:29])=[O:28])=[N:23]4)=[CH:19][CH:20]=3)[N:11]=2)=[CH:6][C:5]=1[C:31]([F:33])([F:32])[F:34], predict the reactants needed to synthesize it. The reactants are: [CH3:1][CH:2]([CH3:35])[CH2:3][C:4]1[CH:9]=[CH:8][C:7]([C:10]2[O:14][N:13]=[C:12]([C:15]3[CH:20]=[CH:19][C:18]([CH2:21][N:22]4[CH:26]=[CH:25][C:24]([C:27]([O:29]C)=[O:28])=[N:23]4)=[CH:17][CH:16]=3)[N:11]=2)=[CH:6][C:5]=1[C:31]([F:34])([F:33])[F:32].[OH-].[Na+:37]. (8) The reactants are: O.[PH2:2]([O-:4])=[O:3].[Na+].[CH2:6]=[CH2:7].Cl.N([C:17]([C:20](=N)N)(C)C)=N[C:11](C(=N)N)(C)[CH3:12].O.O.O.O.O.O.[Cl-].[Al+3:30].[Cl-].[Cl-]. Given the product [CH2:11]([P:2]([CH2:6][CH3:7])(=[O:4])[O-:3])[CH3:12].[Al+3:30].[CH2:6]([P:2]([CH2:17][CH3:20])(=[O:4])[O-:3])[CH3:7].[CH2:11]([P:2]([CH2:6][CH3:7])(=[O:4])[O-:3])[CH3:12], predict the reactants needed to synthesize it. (9) Given the product [Cl:10][C:8]1[N:7]=[CH:6][C:5]2[C:11](=[O:12])[N:13]([CH3:14])[CH2:15][CH2:16][O:17][C:4]=2[CH:9]=1, predict the reactants needed to synthesize it. The reactants are: [H-].[Na+].Cl[C:4]1[CH:9]=[C:8]([Cl:10])[N:7]=[CH:6][C:5]=1[C:11]([N:13]([CH2:15][CH2:16][OH:17])[CH3:14])=[O:12].O. (10) Given the product [CH3:21][NH:20][C:18]([CH:15]1[CH2:16][CH2:17][N:12]([CH2:11][C:9]2[S:8][C:6]3[N:7]=[C:2]([C:32]4[CH:33]=[N:28][CH:29]=[N:30][CH:31]=4)[N:3]=[C:4]([N:22]4[CH2:27][CH2:26][O:25][CH2:24][CH2:23]4)[C:5]=3[CH:10]=2)[CH2:13][CH2:14]1)=[O:19], predict the reactants needed to synthesize it. The reactants are: Cl[C:2]1[N:3]=[C:4]([N:22]2[CH2:27][CH2:26][O:25][CH2:24][CH2:23]2)[C:5]2[CH:10]=[C:9]([CH2:11][N:12]3[CH2:17][CH2:16][CH:15]([C:18]([NH:20][CH3:21])=[O:19])[CH2:14][CH2:13]3)[S:8][C:6]=2[N:7]=1.[N:28]1[CH:33]=[C:32](B(O)O)[CH:31]=[N:30][CH:29]=1.